This data is from Catalyst prediction with 721,799 reactions and 888 catalyst types from USPTO. The task is: Predict which catalyst facilitates the given reaction. (1) The catalyst class is: 611. Reactant: [C:1]([C:11]1[N:15]([CH3:16])[C:14]([CH2:17][C:18]([O:20]C)=[O:19])=[CH:13][CH:12]=1)(=[O:10])[C:2]1[CH:7]=[CH:6][C:5]([O:8][CH3:9])=[CH:4][CH:3]=1.C(O)C. Product: [C:1]([C:11]1[N:15]([CH3:16])[C:14]([CH2:17][C:18]([OH:20])=[O:19])=[CH:13][CH:12]=1)(=[O:10])[C:2]1[CH:7]=[CH:6][C:5]([O:8][CH3:9])=[CH:4][CH:3]=1. (2) Reactant: [F:1][C:2]1[CH:3]=[N:4][C:5]([NH:11][C:12]2[CH:17]=[CH:16][CH:15]=[C:14]([I:18])[CH:13]=2)=[C:6]([CH:10]=1)[C:7]([OH:9])=O.[NH2:19][C@@H:20]1[CH2:25][CH2:24][C@H:23]([NH:26][C:27](=[O:33])[O:28][C:29]([CH3:32])([CH3:31])[CH3:30])[CH2:22][CH2:21]1.C(N(CC)CC)C.C(OCC)C.O. Product: [F:1][C:2]1[CH:10]=[C:6]([C:7]([NH:19][C@@H:20]2[CH2:25][CH2:24][C@H:23]([NH:26][C:27](=[O:33])[O:28][C:29]([CH3:31])([CH3:30])[CH3:32])[CH2:22][CH2:21]2)=[O:9])[C:5]([NH:11][C:12]2[CH:17]=[CH:16][CH:15]=[C:14]([I:18])[CH:13]=2)=[N:4][CH:3]=1. The catalyst class is: 198.